This data is from Reaction yield outcomes from USPTO patents with 853,638 reactions. The task is: Predict the reaction yield, written as a fraction of the theoretical maximum amount of product (1.0 means a 100% yield; for example, 0.34 means a 34% yield). (1) The reactants are [CH3:1][N:2]1[CH2:7][CH2:6][NH:5][CH2:4][CH2:3]1.[CH:8]([S:10]([N:13]1[CH2:18][CH2:17][CH:16]([NH:19][C:20]2[N:25]=[C:24]([C:26]3[N:27]([CH:32]([CH3:34])[CH3:33])[C:28]([CH3:31])=[N:29][CH:30]=3)[CH:23]=[CH:22][N:21]=2)[CH2:15][CH2:14]1)(=[O:12])=[O:11])=[CH2:9]. The catalyst is C1COCC1.C(Cl)Cl. The product is [CH3:1][N:2]1[CH2:7][CH2:6][N:5]([CH2:9][CH2:8][S:10]([N:13]2[CH2:14][CH2:15][CH:16]([NH:19][C:20]3[N:25]=[C:24]([C:26]4[N:27]([CH:32]([CH3:33])[CH3:34])[C:28]([CH3:31])=[N:29][CH:30]=4)[CH:23]=[CH:22][N:21]=3)[CH2:17][CH2:18]2)(=[O:11])=[O:12])[CH2:4][CH2:3]1. The yield is 0.680. (2) The reactants are C(O[B:5]1[O:9][C:8]([CH3:11])([CH3:10])[C:7]([CH3:13])([CH3:12])[O:6]1)(C)C.C([Li])CCC.[F:19][C:20]1[CH:21]=[C:22]([C:27]2([OH:31])[CH2:30][O:29][CH2:28]2)[CH:23]=[C:24]([F:26])[CH:25]=1. No catalyst specified. The product is [F:19][C:20]1[CH:21]=[C:22]([C:27]2([OH:31])[CH2:30][O:29][CH2:28]2)[CH:23]=[C:24]([F:26])[C:25]=1[B:5]1[O:6][C:7]([CH3:12])([CH3:13])[C:8]([CH3:10])([CH3:11])[O:9]1. The yield is 0.790. (3) The reactants are [CH3:1][O:2][C:3]1[CH:4]=[C:5]([CH:15]=[CH:16][C:17]=1[O:18][CH2:19][C:20]1[CH:21]=[N:22][C:23]([O:26][CH3:27])=[CH:24][CH:25]=1)[CH2:6][NH:7]C(=O)OC(C)(C)C.FC(F)(F)C(O)=O. The catalyst is ClCCl. The product is [CH3:1][O:2][C:3]1[CH:4]=[C:5]([CH2:6][NH2:7])[CH:15]=[CH:16][C:17]=1[O:18][CH2:19][C:20]1[CH:21]=[N:22][C:23]([O:26][CH3:27])=[CH:24][CH:25]=1. The yield is 0.920.